This data is from Catalyst prediction with 721,799 reactions and 888 catalyst types from USPTO. The task is: Predict which catalyst facilitates the given reaction. (1) Reactant: BrC1C=CC(CCCNC)=CC=1.[Br:13][C:14]1[CH:19]=[CH:18][C:17]([CH2:20][C:21]([NH:23][CH3:24])=O)=[CH:16][CH:15]=1.B. Product: [Br:13][C:14]1[CH:15]=[CH:16][C:17]([CH2:20][CH2:21][NH:23][CH3:24])=[CH:18][CH:19]=1. The catalyst class is: 1. (2) Reactant: [Br:1][C:2]1[CH:14]=[C:13]2[C:5]([C:6]3[C:7](=[O:30])[C:8]4[CH:20]=[CH:19][C:18]([O:21][CH2:22][C@H:23]5[CH2:27][O:26][C:25]([CH3:29])([CH3:28])[O:24]5)=[CH:17][C:9]=4[C:10]([CH3:16])([CH3:15])[C:11]=3[NH:12]2)=[CH:4][CH:3]=1.[H-].[Na+].[CH3:33]I.[Cl-].[NH4+].S([O-])([O-])(=O)=S.[Na+].[Na+]. Product: [Br:1][C:2]1[CH:14]=[C:13]2[C:5]([C:6]3[C:7](=[O:30])[C:8]4[CH:20]=[CH:19][C:18]([O:21][CH2:22][C@H:23]5[CH2:27][O:26][C:25]([CH3:29])([CH3:28])[O:24]5)=[CH:17][C:9]=4[C:10]([CH3:15])([CH3:16])[C:11]=3[N:12]2[CH3:33])=[CH:4][CH:3]=1. The catalyst class is: 3. (3) Reactant: [O:1]=[C:2]1[C:11](=O)[C:10]2[C:5](=[CH:6][CH:7]=[CH:8][CH:9]=2)[C:4]([S:13][CH2:14][C:15]2([OH:28])[CH2:20][CH2:19][N:18](C(OC(C)(C)C)=O)[CH2:17][CH2:16]2)=[CH:3]1.FC(F)(F)C(O)=[O:32].[ClH:36]. Product: [Cl-:36].[NH2+:18]1[CH2:17][CH2:16][C:15]2([O:28][C:5]3[C:10]4[C:11]([C:2](=[O:1])[C:3](=[O:32])[C:4]=3[S:13][CH2:14]2)=[CH:6][CH:7]=[CH:8][CH:9]=4)[CH2:20][CH2:19]1. The catalyst class is: 269. (4) Reactant: [CH3:1][N:2]1[CH2:6][CH2:5][CH2:4]/[C:3]/1=[C:7]1/[CH:8]=[N:9][C:10]2[C:15]/1=[CH:14][C:13]([C:16]1[CH:21]=[CH:20][CH:19]=[CH:18][CH:17]=1)=[CH:12][C:11]=2[C:22]([O:24][CH3:25])=[O:23].[BH4-].[Na+]. Product: [CH3:1][N:2]1[CH2:6][CH2:5][CH2:4][CH:3]1[C:7]1[C:15]2[C:10](=[C:11]([C:22]([O:24][CH3:25])=[O:23])[CH:12]=[C:13]([C:16]3[CH:17]=[CH:18][CH:19]=[CH:20][CH:21]=3)[CH:14]=2)[NH:9][CH:8]=1. The catalyst class is: 14. (5) Reactant: [Cl:1][C:2]1[C:7](Cl)=[N:6][CH:5]=[CH:4][N:3]=1.O.[NH2:10][NH2:11].O. Product: [Cl:1][C:2]1[C:7]([NH:10][NH2:11])=[N:6][CH:5]=[CH:4][N:3]=1. The catalyst class is: 8. (6) Reactant: [CH3:1][O:2][C:3]1[CH:4]=[C:5]2[C:10](=[CH:11][C:12]=1[O:13][CH3:14])[N:9]=[CH:8][CH:7]=[C:6]2[O:15][C:16]1[CH:25]=[C:24]2[C:19]([CH:20]=[CH:21][C:22]([OH:26])=[CH:23]2)=[CH:18][CH:17]=1.CCN(CC)CC.C1C=CC(N([S:41]([C:44]([F:47])([F:46])[F:45])(=[O:43])=[O:42])[S:41]([C:44]([F:47])([F:46])[F:45])(=[O:43])=[O:42])=CC=1. The catalyst class is: 2. Product: [F:45][C:44]([F:47])([F:46])[S:41]([O:26][C:22]1[CH:21]=[CH:20][C:19]2[C:24](=[CH:25][C:16]([O:15][C:6]3[C:5]4[C:10](=[CH:11][C:12]([O:13][CH3:14])=[C:3]([O:2][CH3:1])[CH:4]=4)[N:9]=[CH:8][CH:7]=3)=[CH:17][CH:18]=2)[CH:23]=1)(=[O:43])=[O:42]. (7) Reactant: [CH3:1][O:2][C:3]1[C:11]2[CH:10]=[CH:9][O:8][C:7]=2[CH:6]=[CH:5][CH:4]=1.C([Li])CCC.[CH3:17][Sn:18](Cl)([CH3:20])[CH3:19].O. Product: [CH3:1][O:2][C:3]1[C:11]2[CH:10]=[C:9]([Sn:18]([CH3:20])([CH3:19])[CH3:17])[O:8][C:7]=2[CH:6]=[CH:5][CH:4]=1. The catalyst class is: 1. (8) Reactant: [C:1]([O:5][C:6]([N:8]1[CH2:13][CH2:12][CH:11]([CH:14]([C:16]2[CH:21]=[CH:20][N:19]=[CH:18][C:17]=2Br)[OH:15])[CH2:10][CH2:9]1)=[O:7])([CH3:4])([CH3:3])[CH3:2].[OH-].[Na+]. Product: [C:1]([O:5][C:6]([N:8]1[CH2:9][CH2:10][CH:11]([CH:14]([OH:15])[C:16]2[CH:21]=[CH:20][N:19]=[CH:18][CH:17]=2)[CH2:12][CH2:13]1)=[O:7])([CH3:4])([CH3:2])[CH3:3]. The catalyst class is: 19. (9) Reactant: [OH:1][CH:2]([C:7]1[C:8]([CH3:34])=[N:9][C:10]2[CH2:11][CH2:12][N:13]([C:24]([O:26][CH2:27][C:28]3[CH:33]=[CH:32][CH:31]=[CH:30][CH:29]=3)=[O:25])[CH2:14][C:15]=2[C:16]=1[C:17]1[CH:22]=[CH:21][C:20]([CH3:23])=[CH:19][CH:18]=1)[C:3]([O:5][CH3:6])=[O:4].C(O[C:39]([CH3:42])([CH3:41])[CH3:40])(=O)C. Product: [C:39]([O:1][CH:2]([C:7]1[C:8]([CH3:34])=[N:9][C:10]2[CH2:11][CH2:12][N:13]([C:24]([O:26][CH2:27][C:28]3[CH:29]=[CH:30][CH:31]=[CH:32][CH:33]=3)=[O:25])[CH2:14][C:15]=2[C:16]=1[C:17]1[CH:22]=[CH:21][C:20]([CH3:23])=[CH:19][CH:18]=1)[C:3]([O:5][CH3:6])=[O:4])([CH3:42])([CH3:41])[CH3:40]. The catalyst class is: 2.